From a dataset of Full USPTO retrosynthesis dataset with 1.9M reactions from patents (1976-2016). Predict the reactants needed to synthesize the given product. (1) The reactants are: [Cl-].[CH3:2][O:3][C:4](=[O:14])[C@H:5]([C:7]1[CH:12]=[CH:11][CH:10]=[CH:9][C:8]=1[CH3:13])[NH3+:6].C([O-])(O)=O.[Na+].[C:20](O[C:20]([O:22][C:23]([CH3:26])([CH3:25])[CH3:24])=[O:21])([O:22][C:23]([CH3:26])([CH3:25])[CH3:24])=[O:21].CCOC(C)=O. Given the product [C:23]([O:22][C:20]([NH:6][C@@H:5]([C:7]1[CH:12]=[CH:11][CH:10]=[CH:9][C:8]=1[CH3:13])[C:4]([O:3][CH3:2])=[O:14])=[O:21])([CH3:26])([CH3:25])[CH3:24], predict the reactants needed to synthesize it. (2) The reactants are: C1(COC([NH:11][C@H:12]([C:14]([NH:16][C@H:17]([C:25]([O:27][C:28]([CH3:31])([CH3:30])[CH3:29])=[O:26])[CH2:18][C:19]2[CH:24]=[CH:23][CH:22]=[CH:21][CH:20]=2)=[O:15])[CH3:13])=O)C=CC=CC=1. Given the product [NH2:11][C@H:12]([C:14]([NH:16][C@H:17]([C:25]([O:27][C:28]([CH3:29])([CH3:31])[CH3:30])=[O:26])[CH2:18][C:19]1[CH:24]=[CH:23][CH:22]=[CH:21][CH:20]=1)=[O:15])[CH3:13], predict the reactants needed to synthesize it. (3) The reactants are: [OH:1][C:2]1[C:10]2[O:9][C:8]([C:11]([O:13][CH3:14])=[O:12])=[CH:7][C:6]=2[CH:5]=[C:4]([N+:15]([O-:17])=[O:16])[CH:3]=1.C(=O)([O-])[O-].[K+].[K+].I[CH:25]([CH3:27])[CH3:26].O. Given the product [CH3:26][CH:25]([O:1][C:2]1[C:10]2[O:9][C:8]([C:11]([O:13][CH3:14])=[O:12])=[CH:7][C:6]=2[CH:5]=[C:4]([N+:15]([O-:17])=[O:16])[CH:3]=1)[CH3:27], predict the reactants needed to synthesize it. (4) The reactants are: [Cl:1][C:2]1[CH:3]=[C:4]([B:8]([OH:10])[OH:9])[CH:5]=[CH:6][CH:7]=1.O[C:12]([C:15](O)([CH3:17])[CH3:16])([CH3:14])[CH3:13]. Given the product [Cl:1][C:2]1[CH:3]=[C:4]([B:8]2[O:10][C:15]([CH3:17])([CH3:16])[C:12]([CH3:14])([CH3:13])[O:9]2)[CH:5]=[CH:6][CH:7]=1, predict the reactants needed to synthesize it. (5) Given the product [CH2:1]([O:3][C:4]([N:6]1[CH2:13][CH:12]2[CH:8]([CH2:9][C:10]3[C:16]([Cl:33])=[C:15]([CH3:17])[S:14][C:11]=32)[CH2:7]1)=[O:5])[CH3:2], predict the reactants needed to synthesize it. The reactants are: [CH2:1]([O:3][C:4]([N:6]1[CH2:13][CH:12]2[CH:8]([CH2:9][C:10]3[CH:16]=[C:15]([CH3:17])[S:14][C:11]=32)[CH2:7]1)=[O:5])[CH3:2].C1(C=CC(O)=CC=1)O.C1C(=O)N([Cl:33])C(=O)C1. (6) Given the product [I:1][C:2]1[C:10]2[C:5](=[CH:6][CH:7]=[C:8]([C:11]3[O:12][C:39](=[O:40])[NH:14][N:13]=3)[CH:9]=2)[N:4]([S:15]([C:18]2[CH:24]=[CH:23][C:21]([CH3:22])=[CH:20][CH:19]=2)(=[O:16])=[O:17])[CH:3]=1, predict the reactants needed to synthesize it. The reactants are: [I:1][C:2]1[C:10]2[C:5](=[CH:6][CH:7]=[C:8]([C:11]([NH:13][NH2:14])=[O:12])[CH:9]=2)[N:4]([S:15]([C:18]2[CH:24]=[CH:23][C:21]([CH3:22])=[CH:20][CH:19]=2)(=[O:17])=[O:16])[CH:3]=1.C(N(C(C)C)C(C)C)C.C1N=CN([C:39](N2C=NC=C2)=[O:40])C=1. (7) Given the product [CH2:29]([C:26]1[CH:25]=[N:24][C:23]([N:20]2[CH2:19][CH2:18][CH:17]([CH2:16][CH2:15][CH2:14][O:13][C:10]3[CH:11]=[CH:12][C:7]([C:6]([OH:32])=[O:5])=[C:8]([CH3:31])[CH:9]=3)[CH2:22][CH2:21]2)=[N:28][CH:27]=1)[CH3:30], predict the reactants needed to synthesize it. The reactants are: O[Li].O.C[O:5][C:6](=[O:32])[C:7]1[CH:12]=[CH:11][C:10]([O:13][CH2:14][CH2:15][CH2:16][CH:17]2[CH2:22][CH2:21][N:20]([C:23]3[N:28]=[CH:27][C:26]([CH2:29][CH3:30])=[CH:25][N:24]=3)[CH2:19][CH2:18]2)=[CH:9][C:8]=1[CH3:31]. (8) The reactants are: [CH3:1][C:2]1[CH:11]=[CH:10][C:5]([C:6]([O:8][CH3:9])=[O:7])=[C:4](OS(C(F)(F)F)(=O)=O)[CH:3]=1.[NH:20]1[CH2:24][CH2:23][CH2:22][CH2:21]1. Given the product [CH3:1][C:2]1[CH:11]=[CH:10][C:5]([C:6]([O:8][CH3:9])=[O:7])=[C:4]([N:20]2[CH2:24][CH2:23][CH2:22][CH2:21]2)[CH:3]=1, predict the reactants needed to synthesize it. (9) Given the product [CH3:1][N:2]([CH2:4][C:5]1[CH:6]=[CH:7][C:8]([CH:11]2[NH:12][C:13]3[C:18]4[C:19](=[N:36][NH:37][C:30](=[O:35])[C:17]=4[CH:16]=[CH:15][CH:14]=3)[CH:20]2[C:21]2[CH:26]=[CH:25][C:24]([CH2:27][CH3:28])=[CH:23][CH:22]=2)=[CH:9][CH:10]=1)[CH3:3], predict the reactants needed to synthesize it. The reactants are: [CH3:1][N:2]([CH2:4][C:5]1[CH:10]=[CH:9][C:8]([CH:11]2[CH:20]([C:21]3[CH:26]=[CH:25][C:24]([CH2:27][CH3:28])=[CH:23][CH:22]=3)[C:19](=O)[C:18]3[C:17]([C:30](OCC)=O)=[CH:16][CH:15]=[CH:14][C:13]=3[NH:12]2)=[CH:7][CH:6]=1)[CH3:3].[OH2:35].[NH2:36][NH2:37]. (10) Given the product [CH3:18][C:19]1[CH:27]=[C:26]2[C:22]([CH:23]=[N:24][NH:25]2)=[CH:21][C:20]=1[O:28][CH:13]1[CH2:12][CH2:11][NH:10][CH2:15][CH2:16]1, predict the reactants needed to synthesize it. The reactants are: C(OC1C=C2[C:11](=[CH:12][C:13]=1C)[N:10]([C:15](=O)[CH3:16])N=C2)(=O)C.[CH3:18][C:19]1[CH:27]=[C:26]2[C:22]([CH:23]=[N:24][NH:25]2)=[CH:21][C:20]=1[OH:28].